Task: Predict the reactants needed to synthesize the given product.. Dataset: Full USPTO retrosynthesis dataset with 1.9M reactions from patents (1976-2016) Given the product [C:34]([C:36]1[CH:41]=[CH:40][C:39]([CH2:42][CH2:43][CH:44](/[CH:54]=[CH:10]/[C:9]2[CH:30]=[CH:31][CH:32]=[CH:33][C:8]=2[OH:7])[CH2:45][CH2:46][CH2:47][CH2:48][C:49]([O:51][CH2:52][CH3:53])=[O:50])=[CH:38][CH:37]=1)#[N:35], predict the reactants needed to synthesize it. The reactants are: C([Li])CCC.[Br-].[OH:7][C:8]1[CH:33]=[CH:32][CH:31]=[CH:30][C:9]=1[CH2:10][P+](C1C=CC=CC=1)(C1C=CC=CC=1)C1C=CC=CC=1.[C:34]([C:36]1[CH:41]=[CH:40][C:39]([CH2:42][CH2:43][CH:44]([CH:54]=O)[CH2:45][CH2:46][CH2:47][CH2:48][C:49]([O:51][CH2:52][CH3:53])=[O:50])=[CH:38][CH:37]=1)#[N:35].O.